From a dataset of Peptide-MHC class II binding affinity with 134,281 pairs from IEDB. Regression. Given a peptide amino acid sequence and an MHC pseudo amino acid sequence, predict their binding affinity value. This is MHC class II binding data. (1) The peptide sequence is GELQIVDKVDAAFKI. The MHC is DRB1_0101 with pseudo-sequence DRB1_0101. The binding affinity (normalized) is 0.452. (2) The peptide sequence is HKKYFAATQFEPLAA. The MHC is DRB1_1602 with pseudo-sequence DRB1_1602. The binding affinity (normalized) is 0.602. (3) The peptide sequence is FTVQEMVALSGAHTL. The binding affinity (normalized) is 0.423. The MHC is DRB5_0101 with pseudo-sequence DRB5_0101. (4) The peptide sequence is KTIAYDEEARR. The MHC is HLA-DQA10501-DQB10201 with pseudo-sequence HLA-DQA10501-DQB10201. The binding affinity (normalized) is 0.207. (5) The peptide sequence is GGVVQPGRSLRLSCA. The MHC is DRB4_0101 with pseudo-sequence DRB4_0103. The binding affinity (normalized) is 0.707. (6) The peptide sequence is GSRGYRLQRKIEAIF. The MHC is DRB3_0101 with pseudo-sequence DRB3_0101. The binding affinity (normalized) is 0.221.